Dataset: Forward reaction prediction with 1.9M reactions from USPTO patents (1976-2016). Task: Predict the product of the given reaction. (1) Given the reactants [NH2:1][C:2]1[CH:11]=[C:10]2[C:5]([CH:6]=[CH:7][CH:8]=[N:9]2)=[CH:4][CH:3]=1.[CH3:12][C:13]1[N:21]=[C:20]([C:22]([F:25])([F:24])[F:23])[CH:19]=[CH:18][C:14]=1[C:15](O)=[O:16], predict the reaction product. The product is: [CH3:12][C:13]1[N:21]=[C:20]([C:22]([F:25])([F:23])[F:24])[CH:19]=[CH:18][C:14]=1[C:15]([NH:1][C:2]1[CH:11]=[C:10]2[C:5]([CH:6]=[CH:7][CH:8]=[N:9]2)=[CH:4][CH:3]=1)=[O:16]. (2) The product is: [CH3:9][O:8][C:6]1[N:7]=[C:2]2[NH:1][C:12](=[O:14])[CH:11]=[CH:10][C:3]2=[N:4][CH:5]=1. Given the reactants [NH2:1][C:2]1[C:3](/[CH:10]=[CH:11]/[C:12]([O:14]CC)=O)=[N:4][CH:5]=[C:6]([O:8][CH3:9])[N:7]=1.C[O-].[Na+].CO, predict the reaction product. (3) Given the reactants [CH3:1][O:2][C:3]1[CH:4]=[C:5]2[C:10](=[CH:11][C:12]=1[O:13][CH3:14])[N:9]=[CH:8][CH:7]=[C:6]2[O:15][C:16]1[CH:21]=[CH:20][C:19]([NH:22][C:23]([C:25]2[C:26](=[O:52])[N:27]([C:46]3[CH:51]=[CH:50][CH:49]=[CH:48][CH:47]=3)[N:28]([CH2:31][C@H:32]([O:34][C:35](=[O:45])[CH2:36][NH:37]C(OC(C)(C)C)=O)[CH3:33])[C:29]=2[CH3:30])=[O:24])=[CH:18][C:17]=1[F:53].[ClH:54], predict the reaction product. The product is: [ClH:54].[NH2:37][CH2:36][C:35]([O:34][C@H:32]([CH3:33])[CH2:31][N:28]1[C:29]([CH3:30])=[C:25]([C:23](=[O:24])[NH:22][C:19]2[CH:20]=[CH:21][C:16]([O:15][C:6]3[C:5]4[C:10](=[CH:11][C:12]([O:13][CH3:14])=[C:3]([O:2][CH3:1])[CH:4]=4)[N:9]=[CH:8][CH:7]=3)=[C:17]([F:53])[CH:18]=2)[C:26](=[O:52])[N:27]1[C:46]1[CH:47]=[CH:48][CH:49]=[CH:50][CH:51]=1)=[O:45]. (4) Given the reactants [C:1]([C:5]1[CH:10]=[CH:9][C:8]([C:11]2[CH:20]=[CH:19][C:14]([C:15](OC)=[O:16])=[C:13]([CH3:21])[N:12]=2)=[CH:7][CH:6]=1)([CH3:4])([CH3:3])[CH3:2].[H-].C([Al+]CC(C)C)C(C)C.CCCCCC.O.O.O.O.O.O.O.O.O.O.S([O-])([O-])(=O)=O.[Mg+2], predict the reaction product. The product is: [C:1]([C:5]1[CH:6]=[CH:7][C:8]([C:11]2[N:12]=[C:13]([CH3:21])[C:14]([CH2:15][OH:16])=[CH:19][CH:20]=2)=[CH:9][CH:10]=1)([CH3:4])([CH3:2])[CH3:3]. (5) Given the reactants [NH2:1][C:2]1[CH:3]=[CH:4][C:5]([F:17])=[C:6]([C@:8]2([CH3:16])[C@@H:13]([F:14])[CH2:12][O:11][C:10]([NH2:15])=[N:9]2)[CH:7]=1.[C:18]([C:20]1[CH:21]=[CH:22][C:23]([C:26](O)=[O:27])=[N:24][CH:25]=1)#[N:19], predict the reaction product. The product is: [NH2:15][C:10]1[O:11][CH2:12][C@H:13]([F:14])[C@:8]([C:6]2[CH:7]=[C:2]([NH:1][C:26]([C:23]3[CH:22]=[CH:21][C:20]([C:18]#[N:19])=[CH:25][N:24]=3)=[O:27])[CH:3]=[CH:4][C:5]=2[F:17])([CH3:16])[N:9]=1. (6) Given the reactants [F:1][C:2]1[CH:7]=[CH:6][C:5]([N:8]2[C:16]3[C:15]([CH3:17])=[CH:14][N:13]([CH2:18][C:19]([C:22]4[CH:27]=[CH:26][C:25]([O:28][CH3:29])=[CH:24][CH:23]=4)([OH:21])[CH3:20])[CH:12]([CH3:30])[C:11]=3[N:10]=[N:9]2)=[CH:4][CH:3]=1.C([O-])=O.[NH4+], predict the reaction product. The product is: [F:1][C:2]1[CH:7]=[CH:6][C:5]([N:8]2[C:16]3[CH:15]([CH3:17])[CH2:14][N:13]([CH2:18][C:19]([C:22]4[CH:23]=[CH:24][C:25]([O:28][CH3:29])=[CH:26][CH:27]=4)([OH:21])[CH3:20])[CH:12]([CH3:30])[C:11]=3[N:10]=[N:9]2)=[CH:4][CH:3]=1. (7) The product is: [N:11]1[C:12]2[C:7](=[CH:6][C:5]([CH:4]=[O:2])=[CH:14][CH:13]=2)[CH:8]=[CH:9][CH:10]=1. Given the reactants [Se](=O)=[O:2].[CH3:4][C:5]1[CH:6]=[C:7]2[C:12](=[CH:13][CH:14]=1)[N:11]=[CH:10][CH:9]=[CH:8]2, predict the reaction product. (8) Given the reactants Br[CH2:2][C:3]1[S:11][C:10]2[C:9]([N:12]3[CH2:17][CH2:16][O:15][CH2:14][CH2:13]3)=[N:8][C:7](Cl)=[N:6][C:5]=2[CH:4]=1.[CH3:19][C:20]([NH:22][C:23]1[CH:28]=[C:27]([NH2:29])[CH:26]=[CH:25][CH:24]=1)=[O:21].C([O-])([O-])=O.[K+].[K+].C[N:37]([CH:39]=O)C, predict the reaction product. The product is: [NH:37]1[C:39]2[C:10](=[C:5]([C:7]3[N:8]=[C:9]([N:12]4[CH2:17][CH2:16][O:15][CH2:14][CH2:13]4)[C:10]4[S:11][C:3]([CH2:2][NH:29][C:27]5[CH:28]=[C:23]([NH:22][C:20](=[O:21])[CH3:19])[CH:24]=[CH:25][CH:26]=5)=[CH:4][C:5]=4[N:6]=3)[CH:4]=[CH:3][CH:2]=2)[CH:9]=[N:8]1. (9) Given the reactants [N:1]12[CH2:8][CH2:7][CH:4]([CH2:5][CH2:6]1)[CH:3]([O:9][C:10]1[CH:15]=[CH:14][C:13]([N:16]([C:22]3[S:23][CH:24]=[CH:25][N:26]=3)[C:17]3[S:18][CH:19]=[CH:20][N:21]=3)=[CH:12][CH:11]=1)[CH2:2]2.[ClH:27].O1CCOCC1, predict the reaction product. The product is: [ClH:27].[ClH:27].[N:1]12[CH2:8][CH2:7][CH:4]([CH2:5][CH2:6]1)[CH:3]([O:9][C:10]1[CH:15]=[CH:14][C:13]([N:16]([C:22]3[S:23][CH:24]=[CH:25][N:26]=3)[C:17]3[S:18][CH:19]=[CH:20][N:21]=3)=[CH:12][CH:11]=1)[CH2:2]2. (10) Given the reactants [N:1]([C:4]1[CH:9]=[CH:8][C:7]([C:10]2[CH:11]=[C:12]([CH:17]=[CH:18][N:19]=2)[C:13]([O:15][CH3:16])=[O:14])=[CH:6][C:5]=1[C:20]#[N:21])=[N+]=[N-].[H][H], predict the reaction product. The product is: [NH2:1][C:4]1[CH:9]=[CH:8][C:7]([C:10]2[CH:11]=[C:12]([CH:17]=[CH:18][N:19]=2)[C:13]([O:15][CH3:16])=[O:14])=[CH:6][C:5]=1[C:20]#[N:21].